From a dataset of Forward reaction prediction with 1.9M reactions from USPTO patents (1976-2016). Predict the product of the given reaction. (1) Given the reactants [CH:1]1([C:4]2[N:8]=[C:7]([C:9]3[C:10]4[CH2:21][CH2:20][CH2:19][CH2:18][CH2:17][C:11]=4[S:12][C:13]=3[N:14]=[C:15]=[O:16])[O:6][N:5]=2)[CH2:3][CH2:2]1.[NH:22]1[CH2:29][CH2:28][CH2:27][C@@H:23]1[C:24]([OH:26])=[O:25], predict the reaction product. The product is: [CH:1]1([C:4]2[N:8]=[C:7]([C:9]3[C:10]4[CH2:21][CH2:20][CH2:19][CH2:18][CH2:17][C:11]=4[S:12][C:13]=3[NH:14][C:15]([N:22]3[CH2:29][CH2:28][CH2:27][C@@H:23]3[C:24]([OH:26])=[O:25])=[O:16])[O:6][N:5]=2)[CH2:2][CH2:3]1. (2) Given the reactants [CH:1]1[C:10]2[C:5](=[C:6]([NH2:11])[CH:7]=[CH:8][CH:9]=2)[CH:4]=[CH:3][N:2]=1.[F:12][C:13]1[CH:18]=[CH:17][C:16]([O:19][CH3:20])=[C:15]([N:21]=[C:22]=[S:23])[CH:14]=1.CS(C1C=CC(OC)=C(NC(NC2C=CC=C3C=2C=NN3C)=S)C=1)(=O)=O, predict the reaction product. The product is: [F:12][C:13]1[CH:18]=[CH:17][C:16]([O:19][CH3:20])=[C:15]([NH:21][C:22]([NH:11][C:6]2[CH:7]=[CH:8][CH:9]=[C:10]3[C:5]=2[CH:4]=[CH:3][N:2]=[CH:1]3)=[S:23])[CH:14]=1.